This data is from Forward reaction prediction with 1.9M reactions from USPTO patents (1976-2016). The task is: Predict the product of the given reaction. (1) Given the reactants [Br:1]Br.[C:3]([C:6]1[S:7][C:8]([CH3:11])=[CH:9][CH:10]=1)(=[O:5])[CH3:4].CC([O-])=O.[Na+], predict the reaction product. The product is: [Br:1][C:9]1[CH:10]=[C:6]([C:3](=[O:5])[CH3:4])[S:7][C:8]=1[CH3:11]. (2) Given the reactants [CH3:1][C:2]1[CH:6]=[CH:5][O:4][C:3]=1[C:7]([O:9][CH3:10])=[O:8].[Br:11]Br.O, predict the reaction product. The product is: [Br:11][C:5]1[O:4][C:3]([C:7]([O:9][CH3:10])=[O:8])=[C:2]([CH3:1])[CH:6]=1. (3) Given the reactants I[C:2]1[N:6]([CH3:7])[N:5]=[CH:4][CH:3]=1.[F:8][C:9]1([F:24])[CH2:14][CH2:13][C:12](B2OC(C)(C)C(C)(C)O2)=[CH:11][CH2:10]1.C(=O)([O-])[O-].[Cs+].[Cs+], predict the reaction product. The product is: [F:8][C:9]1([F:24])[CH2:14][CH2:13][C:12]([C:2]2[N:6]([CH3:7])[N:5]=[CH:4][CH:3]=2)=[CH:11][CH2:10]1. (4) Given the reactants [Cl:1][C:2]1[N:7]=[C:6]2[CH2:8][N:9](C(C3C=CC=CC=3)(C3C=CC=CC=3)C3C=CC=CC=3)[CH2:10][C:5]2=[CH:4][CH:3]=1.FC(F)(F)C(O)=O, predict the reaction product. The product is: [Cl:1][C:2]1[N:7]=[C:6]2[CH2:8][NH:9][CH2:10][C:5]2=[CH:4][CH:3]=1. (5) Given the reactants NC1C=C(C=CC=1C)C([N:7]1[CH2:12][CH2:11][CH:10]([C:13]2[CH:20]=[CH:19][C:16]([C:17]#[N:18])=[CH:15][CH:14]=2)[CH2:9][CH2:8]1)=O.[CH3:25][C:26]1[CH:34]=[CH:33][C:32]([N+:35]([O-:37])=[O:36])=[CH:31][C:27]=1[C:28]([OH:30])=O.C(C1C=CC(C2CCNCC2)=CC=1)#N, predict the reaction product. The product is: [CH3:25][C:26]1[CH:34]=[CH:33][C:32]([N+:35]([O-:37])=[O:36])=[CH:31][C:27]=1[C:28]([N:7]1[CH2:12][CH2:11][CH:10]([C:13]2[CH:20]=[CH:19][C:16]([C:17]#[N:18])=[CH:15][CH:14]=2)[CH2:9][CH2:8]1)=[O:30].